Dataset: Reaction yield outcomes from USPTO patents with 853,638 reactions. Task: Predict the reaction yield, written as a fraction of the theoretical maximum amount of product (1.0 means a 100% yield; for example, 0.34 means a 34% yield). (1) The reactants are Cl.[Cl:2][C:3]1[CH:20]=[CH:19][C:6]([O:7][C:8]2[C:16]([F:17])=[CH:15][C:11]([C:12](N)=[O:13])=[CH:10][C:9]=2[F:18])=[CH:5][C:4]=1[C:21]([F:24])([F:23])[F:22].[O:25]1CCOCC1. No catalyst specified. The product is [Cl:2][C:3]1[CH:20]=[CH:19][C:6]([O:7][C:8]2[C:16]([F:17])=[CH:15][C:11]([C:12]([OH:25])=[O:13])=[CH:10][C:9]=2[F:18])=[CH:5][C:4]=1[C:21]([F:24])([F:23])[F:22]. The yield is 0.590. (2) The reactants are [CH3:1][C:2](=[CH:4][CH2:5][CH2:6]/[C:7](=[CH:9]/[CH2:10][OH:11])/[CH3:8])[CH3:3]. The catalyst is [O-2].[O-2].[Mn+4].ClCCl. The product is [CH3:3][C:2](=[CH:4][CH2:5][CH2:6]/[C:7](=[CH:9]/[CH:10]=[O:11])/[CH3:8])[CH3:1]. The yield is 0.800.